This data is from Catalyst prediction with 721,799 reactions and 888 catalyst types from USPTO. The task is: Predict which catalyst facilitates the given reaction. (1) Reactant: [C:1]1([CH:7]([N:19]2[CH2:24][CH2:23][CH2:22][CH2:21][CH2:20]2)[C:8]([O:10][C@@H:11]2[CH:16]3[CH2:17][CH2:18][N:13]([CH2:14][CH2:15]3)[CH2:12]2)=[O:9])[CH:6]=[CH:5][CH:4]=[CH:3][CH:2]=1.[Br:25][CH2:26][C:27]([C:29]1[S:30][CH:31]=[CH:32][N:33]=1)=[O:28]. Product: [Br-:25].[O:28]=[C:27]([C:29]1[S:30][CH:31]=[CH:32][N:33]=1)[CH2:26][N+:13]12[CH2:18][CH2:17][CH:16]([CH2:15][CH2:14]1)[C@@H:11]([O:10][C:8](=[O:9])[CH:7]([C:1]1[CH:6]=[CH:5][CH:4]=[CH:3][CH:2]=1)[N:19]1[CH2:24][CH2:23][CH2:22][CH2:21][CH2:20]1)[CH2:12]2. The catalyst class is: 13. (2) Reactant: C([O:3][C:4](=O)/[CH:5]=[CH:6]/[C:7](=[C:13](/[NH2:15])\[CH3:14])/[C:8]([O:10][CH2:11][CH3:12])=[O:9])C. Product: [CH2:11]([O:10][C:8]([C:7]1[CH:6]=[CH:5][C:4](=[O:3])[NH:15][C:13]=1[CH3:14])=[O:9])[CH3:12]. The catalyst class is: 9.